Dataset: Peptide-MHC class I binding affinity with 185,985 pairs from IEDB/IMGT. Task: Regression. Given a peptide amino acid sequence and an MHC pseudo amino acid sequence, predict their binding affinity value. This is MHC class I binding data. (1) The peptide sequence is NTAINFFLY. The MHC is HLA-B51:01 with pseudo-sequence HLA-B51:01. The binding affinity (normalized) is 0.0847. (2) The peptide sequence is VGIPTHRHL. The MHC is HLA-A26:01 with pseudo-sequence HLA-A26:01. The binding affinity (normalized) is 0. (3) The peptide sequence is MPPLRFLGED. The MHC is HLA-B35:01 with pseudo-sequence HLA-B35:01. The binding affinity (normalized) is 0.110. (4) The peptide sequence is AGFTAGLTY. The MHC is HLA-A24:02 with pseudo-sequence HLA-A24:02. The binding affinity (normalized) is 0. (5) The MHC is HLA-A69:01 with pseudo-sequence HLA-A69:01. The binding affinity (normalized) is 0.0847. The peptide sequence is SQIETGTPF. (6) The peptide sequence is VTFKNPHAK. The MHC is HLA-A11:01 with pseudo-sequence HLA-A11:01. The binding affinity (normalized) is 0.545. (7) The peptide sequence is LPFDRTTVM. The MHC is HLA-B07:02 with pseudo-sequence HLA-B07:02. The binding affinity (normalized) is 0.709.